Dataset: Catalyst prediction with 721,799 reactions and 888 catalyst types from USPTO. Task: Predict which catalyst facilitates the given reaction. Reactant: [Cl:1][C:2]1[CH:3]=[C:4]([N:13]([CH2:20][C:21]2[CH:26]=[CH:25][C:24]([O:27][CH3:28])=[CH:23][CH:22]=2)[C:14]2[CH:19]=[CH:18][CH:17]=[CH:16][CH:15]=2)[C:5]2[N:6]([C:8]([C:11]#[N:12])=[CH:9][N:10]=2)[N:7]=1.[OH-:29].[Na+].CO. Product: [Cl:1][C:2]1[CH:3]=[C:4]([N:13]([CH2:20][C:21]2[CH:22]=[CH:23][C:24]([O:27][CH3:28])=[CH:25][CH:26]=2)[C:14]2[CH:15]=[CH:16][CH:17]=[CH:18][CH:19]=2)[C:5]2[N:6]([C:8]([C:11]([NH2:12])=[O:29])=[CH:9][N:10]=2)[N:7]=1. The catalyst class is: 12.